This data is from Cav3 T-type calcium channel HTS with 100,875 compounds. The task is: Binary Classification. Given a drug SMILES string, predict its activity (active/inactive) in a high-throughput screening assay against a specified biological target. (1) The drug is o1c2c(c(O)c(O)cc2)c(=O)cc1C. The result is 0 (inactive). (2) The drug is s1c(cc(C(=O)Nc2c(scc2)C(OC)=O)c1)C. The result is 0 (inactive). (3) The drug is O=c1c2c(n(CCC)c(c1)C)ccc(NC(=O)c1ncccc1)c2. The result is 0 (inactive). (4) The compound is s1c(c2n(\N=C\c3ccc(OC)cc3)c(=S)[nH]n2)ccc1. The result is 0 (inactive). (5) The drug is S(CC(=O)N1CCN(CC1)c1ccccc1)c1n(c2ccccc2)c(nn1)N. The result is 0 (inactive). (6) The compound is Clc1n(nc(c1/C=N\OC(=O)c1ccccc1)C(F)(F)F)C. The result is 0 (inactive). (7) The drug is s1c(NC(=O)CCC(=O)N2CCN(C3CCCC3)CC2)nnc1C(F)(F)F. The result is 0 (inactive). (8) The compound is S=c1n(c2c(n(n(c2=O)c2ccccc2)C)C)c(=O)c2c([nH]1)cccc2. The result is 0 (inactive).